Regression. Given two drug SMILES strings and cell line genomic features, predict the synergy score measuring deviation from expected non-interaction effect. From a dataset of NCI-60 drug combinations with 297,098 pairs across 59 cell lines. (1) Drug 1: CC1=CC=C(C=C1)C2=CC(=NN2C3=CC=C(C=C3)S(=O)(=O)N)C(F)(F)F. Drug 2: C1CN1P(=S)(N2CC2)N3CC3. Cell line: HCC-2998. Synergy scores: CSS=6.25, Synergy_ZIP=-1.92, Synergy_Bliss=-1.00, Synergy_Loewe=-7.25, Synergy_HSA=-1.84. (2) Drug 1: CC12CCC(CC1=CCC3C2CCC4(C3CC=C4C5=CN=CC=C5)C)O. Drug 2: CCC1=CC2CC(C3=C(CN(C2)C1)C4=CC=CC=C4N3)(C5=C(C=C6C(=C5)C78CCN9C7C(C=CC9)(C(C(C8N6C)(C(=O)OC)O)OC(=O)C)CC)OC)C(=O)OC.C(C(C(=O)O)O)(C(=O)O)O. Cell line: SK-MEL-28. Synergy scores: CSS=37.0, Synergy_ZIP=7.46, Synergy_Bliss=7.79, Synergy_Loewe=-6.85, Synergy_HSA=6.92. (3) Drug 1: C1CCN(CC1)CCOC2=CC=C(C=C2)C(=O)C3=C(SC4=C3C=CC(=C4)O)C5=CC=C(C=C5)O. Drug 2: CC(C)NC(=O)C1=CC=C(C=C1)CNNC.Cl. Cell line: NCI-H322M. Synergy scores: CSS=-9.50, Synergy_ZIP=2.60, Synergy_Bliss=-1.72, Synergy_Loewe=-4.10, Synergy_HSA=-5.67. (4) Drug 1: CC12CCC3C(C1CCC2=O)CC(=C)C4=CC(=O)C=CC34C. Drug 2: C1=CC=C(C(=C1)C(C2=CC=C(C=C2)Cl)C(Cl)Cl)Cl. Cell line: SR. Synergy scores: CSS=49.9, Synergy_ZIP=2.06, Synergy_Bliss=3.04, Synergy_Loewe=-14.6, Synergy_HSA=3.26. (5) Drug 1: CC1C(C(CC(O1)OC2CC(OC(C2O)C)OC3=CC4=CC5=C(C(=O)C(C(C5)C(C(=O)C(C(C)O)O)OC)OC6CC(C(C(O6)C)O)OC7CC(C(C(O7)C)O)OC8CC(C(C(O8)C)O)(C)O)C(=C4C(=C3C)O)O)O)O. Drug 2: CCC1(C2=C(COC1=O)C(=O)N3CC4=CC5=C(C=CC(=C5CN(C)C)O)N=C4C3=C2)O.Cl. Cell line: CAKI-1. Synergy scores: CSS=60.7, Synergy_ZIP=-4.56, Synergy_Bliss=-4.19, Synergy_Loewe=-2.30, Synergy_HSA=0.425.